Dataset: Catalyst prediction with 721,799 reactions and 888 catalyst types from USPTO. Task: Predict which catalyst facilitates the given reaction. (1) Reactant: [C:1]([O:5][C:6]([NH:8][CH:9]([CH:13]([CH3:15])[CH3:14])[C:10]([OH:12])=O)=[O:7])([CH3:4])([CH3:3])[CH3:2].[NH2:16][CH:17]([CH3:48])[C:18]([NH:20][CH:21]([CH2:38][C:39]1[CH:44]=[C:43]([F:45])[C:42]([F:46])=[CH:41][C:40]=1[F:47])[CH2:22][C:23](=[O:37])[N:24]1[CH2:29][CH2:28][N:27]2[C:30]([C:33]([F:36])([F:35])[F:34])=[N:31][N:32]=[C:26]2[CH2:25]1)=[O:19]. Product: [C:1]([O:5][C:6](=[O:7])[NH:8][CH:9]([C:10](=[O:12])[NH:16][CH:17]([C:18](=[O:19])[NH:20][CH:21]([CH2:38][C:39]1[CH:44]=[C:43]([F:45])[C:42]([F:46])=[CH:41][C:40]=1[F:47])[CH2:22][C:23](=[O:37])[N:24]1[CH2:29][CH2:28][N:27]2[C:30]([C:33]([F:35])([F:34])[F:36])=[N:31][N:32]=[C:26]2[CH2:25]1)[CH3:48])[CH:13]([CH3:15])[CH3:14])([CH3:2])([CH3:3])[CH3:4]. The catalyst class is: 2. (2) Reactant: [CH3:1][N:2]([CH2:14][CH2:15][N:16]1[CH2:21][CH2:20][O:19][CH2:18][CH2:17]1)[C:3]([C:5]1[CH:6]=[C:7]([CH:11]=[CH:12][CH:13]=1)[C:8]([OH:10])=O)=[O:4].CCN=C=NCCCN(C)C.Cl.[NH2:34][C:35]1[CH:59]=[CH:58][C:57]([N:60]2[CH2:65][CH2:64][CH2:63][CH2:62][CH2:61]2)=[CH:56][C:36]=1[C:37]([NH:39][C:40]1[CH:41]=[N:42][C:43]([C:46]2[CH:51]=[CH:50][CH:49]=[C:48]([C:52]([F:55])([F:54])[F:53])[CH:47]=2)=[N:44][CH:45]=1)=[O:38]. Product: [CH3:1][N:2]([CH2:14][CH2:15][N:16]1[CH2:21][CH2:20][O:19][CH2:18][CH2:17]1)[C:3](=[O:4])[C:5]1[CH:13]=[CH:12][CH:11]=[C:7]([C:8]([NH:34][C:35]2[CH:59]=[CH:58][C:57]([N:60]3[CH2:65][CH2:64][CH2:63][CH2:62][CH2:61]3)=[CH:56][C:36]=2[C:37](=[O:38])[NH:39][C:40]2[CH:45]=[N:44][C:43]([C:46]3[CH:51]=[CH:50][CH:49]=[C:48]([C:52]([F:55])([F:54])[F:53])[CH:47]=3)=[N:42][CH:41]=2)=[O:10])[CH:6]=1. The catalyst class is: 112.